This data is from HIV replication inhibition screening data with 41,000+ compounds from the AIDS Antiviral Screen. The task is: Binary Classification. Given a drug SMILES string, predict its activity (active/inactive) in a high-throughput screening assay against a specified biological target. (1) The molecule is O=[N+]([O-])c1cccc2nc3ccccc3c(NCCCCCNc3c4ccccc4nc4cccc([N+](=O)[O-])c34)c12. The result is 0 (inactive). (2) The molecule is CC1C2CC3(c4ccccc4)CC(C2=NO)C(=NO)C1C3(C)O. The result is 0 (inactive). (3) The compound is O=C(NC1CCCC1C(=O)Nc1ccc(C(F)(F)F)cc1)OCc1ccccc1. The result is 0 (inactive). (4) The compound is COC(=O)C1=C(C)N2C(C(=O)O)COC2(C)C(C(=O)OC)C1c1cccc([N+](=O)[O-])c1. The result is 0 (inactive). (5) The molecule is Cc1cc(SCC(=O)c2ccccc2[N+](=O)[O-])cc(C)[o+]1. The result is 0 (inactive). (6) The compound is CCOC1CSc2ccccc2C(c2ccccc2)=N1. The result is 1 (active).